From a dataset of NCI-60 drug combinations with 297,098 pairs across 59 cell lines. Regression. Given two drug SMILES strings and cell line genomic features, predict the synergy score measuring deviation from expected non-interaction effect. (1) Cell line: IGROV1. Drug 2: CN(CCCl)CCCl.Cl. Synergy scores: CSS=34.0, Synergy_ZIP=-3.99, Synergy_Bliss=1.88, Synergy_Loewe=3.28, Synergy_HSA=5.44. Drug 1: CC1OCC2C(O1)C(C(C(O2)OC3C4COC(=O)C4C(C5=CC6=C(C=C35)OCO6)C7=CC(=C(C(=C7)OC)O)OC)O)O. (2) Drug 2: CC1=C2C(C(=O)C3(C(CC4C(C3C(C(C2(C)C)(CC1OC(=O)C(C(C5=CC=CC=C5)NC(=O)OC(C)(C)C)O)O)OC(=O)C6=CC=CC=C6)(CO4)OC(=O)C)O)C)O. Synergy scores: CSS=39.1, Synergy_ZIP=-7.16, Synergy_Bliss=-1.11, Synergy_Loewe=-9.31, Synergy_HSA=0.465. Drug 1: C1C(C(OC1N2C=C(C(=O)NC2=O)F)CO)O. Cell line: SF-295.